From a dataset of NCI-60 drug combinations with 297,098 pairs across 59 cell lines. Regression. Given two drug SMILES strings and cell line genomic features, predict the synergy score measuring deviation from expected non-interaction effect. Drug 1: C1=NNC2=C1C(=O)NC=N2. Drug 2: CN(C(=O)NC(C=O)C(C(C(CO)O)O)O)N=O. Cell line: EKVX. Synergy scores: CSS=2.87, Synergy_ZIP=-1.55, Synergy_Bliss=-1.60, Synergy_Loewe=-6.33, Synergy_HSA=-2.20.